From a dataset of Full USPTO retrosynthesis dataset with 1.9M reactions from patents (1976-2016). Predict the reactants needed to synthesize the given product. (1) Given the product [NH2:1][C:4]1[CH:12]=[C:11]2[C:7]([CH:8]=[CH:9][N:10]2[C:13](=[O:15])[CH3:14])=[CH:6][CH:5]=1, predict the reactants needed to synthesize it. The reactants are: [N+:1]([C:4]1[CH:12]=[C:11]2[C:7]([CH:8]=[CH:9][NH:10]2)=[CH:6][CH:5]=1)([O-])=O.[C:13](OC(=O)C)(=[O:15])[CH3:14].C([O-])=O.[NH4+]. (2) Given the product [Cl:7][Si:8]([Cl:10])([Cl:9])[C:2]([CH2:3][CH2:4][CH2:5][CH2:6][Si:8]([Cl:10])([Cl:9])[Cl:7])=[CH2:1], predict the reactants needed to synthesize it. The reactants are: [CH:1]1[CH2:6][CH2:5][CH:4]=[CH:3][CH:2]=1.[Cl:7][SiH:8]([Cl:10])[Cl:9]. (3) The reactants are: C([O:3][C:4]([C:6]1[C:7]([O:27]C(=O)C)=[C:8]2[C:16]([Cl:17])=[CH:15][N:14]([CH2:18][C:19]3[CH:24]=[CH:23][CH:22]=[C:21]([O:25][CH3:26])[CH:20]=3)[C:9]2=[C:10]([C:12]#[N:13])[N:11]=1)=O)C.[NH2:31][CH2:32][C:33]([OH:35])=[O:34].C[O-].[Na+].CO. Given the product [Cl:17][C:16]1[C:8]2[C:9](=[C:10]([C:12]#[N:13])[N:11]=[C:6]([C:4]([NH:31][CH2:32][C:33]([OH:35])=[O:34])=[O:3])[C:7]=2[OH:27])[N:14]([CH2:18][C:19]2[CH:24]=[CH:23][CH:22]=[C:21]([O:25][CH3:26])[CH:20]=2)[CH:15]=1, predict the reactants needed to synthesize it. (4) Given the product [NH2:24][C:25]1[CH:33]=[CH:32][C:28]([C:29]([N:4]2[CH2:5][CH2:6][N:1]([CH2:7][C:8]3[CH:9]=[C:10]([CH:21]=[CH:22][CH:23]=3)[C:11]([NH:13][C:14]([CH3:20])([CH3:19])[C:15]([F:16])([F:18])[F:17])=[O:12])[CH2:2][CH2:3]2)=[O:30])=[CH:27][C:26]=1[F:34], predict the reactants needed to synthesize it. The reactants are: [N:1]1([CH2:7][C:8]2[CH:9]=[C:10]([CH:21]=[CH:22][CH:23]=2)[C:11]([NH:13][C:14]([CH3:20])([CH3:19])[C:15]([F:18])([F:17])[F:16])=[O:12])[CH2:6][CH2:5][NH:4][CH2:3][CH2:2]1.[NH2:24][C:25]1[CH:33]=[CH:32][C:28]([C:29](O)=[O:30])=[CH:27][C:26]=1[F:34].C(N(CC)CC)C.CCCP1(OP(CCC)(=O)OP(CCC)(=O)O1)=O. (5) Given the product [CH:22]1([CH2:21][C@:13]2([CH2:16][C:17]([OH:20])([CH3:19])[CH3:18])[O:12][C:11](=[O:25])[N:10]([C@H:8]([C:5]3[CH:6]=[CH:7][C:2]([B:29]4[O:30][C:31]([CH3:33])([CH3:32])[C:27]([CH3:43])([CH3:26])[O:28]4)=[CH:3][CH:4]=3)[CH3:9])[CH2:15][CH2:14]2)[CH2:24][CH2:23]1, predict the reactants needed to synthesize it. The reactants are: Br[C:2]1[CH:7]=[CH:6][C:5]([C@@H:8]([N:10]2[CH2:15][CH2:14][C@@:13]([CH2:21][CH:22]3[CH2:24][CH2:23]3)([CH2:16][C:17]([OH:20])([CH3:19])[CH3:18])[O:12][C:11]2=[O:25])[CH3:9])=[CH:4][CH:3]=1.[CH3:26][C:27]1([CH3:43])[C:31]([CH3:33])([CH3:32])[O:30][B:29]([B:29]2[O:30][C:31]([CH3:33])([CH3:32])[C:27]([CH3:43])([CH3:26])[O:28]2)[O:28]1.C([O-])(=O)C.[K+]. (6) Given the product [CH3:11][C:10]1[S:37][C:25]([CH2:26][N:27]2[CH:31]=[C:30]([C:32]([O:34][CH2:35][CH3:36])=[O:33])[CH:29]=[N:28]2)=[N:24][C:9]=1[C:5]1[CH:6]=[CH:7][CH:8]=[C:3]([C:2]([F:14])([F:13])[F:1])[CH:4]=1, predict the reactants needed to synthesize it. The reactants are: [F:1][C:2]([F:14])([F:13])[C:3]1[CH:4]=[C:5]([C:9](=O)[CH2:10][CH3:11])[CH:6]=[CH:7][CH:8]=1.BrBr.S([O-])([O-])(=O)=S.[Na+].[Na+].[NH2:24][C:25](=[S:37])[CH2:26][N:27]1[CH:31]=[C:30]([C:32]([O:34][CH2:35][CH3:36])=[O:33])[CH:29]=[N:28]1. (7) Given the product [CH2:1]([N:3]1[C:12]2[C:7](=[CH:8][C:9]([C:13]3[CH:14]=[N:15][C:16]([NH:28][C:29](=[O:33])[NH:30][CH2:31][CH3:32])=[CH:17][C:18]=3[C:19]3[S:20][CH:21]=[C:22]([C:24]([F:27])([F:26])[F:25])[N:23]=3)=[CH:10][N:11]=2)[C:6](=[O:34])[C:5]([C:35]([O:37][CH2:38][CH2:39][CH2:40][O:41][P:42]([OH:44])([OH:52])=[O:43])=[O:36])=[CH:4]1)[CH3:2], predict the reactants needed to synthesize it. The reactants are: [CH2:1]([N:3]1[C:12]2[C:7](=[CH:8][C:9]([C:13]3[CH:14]=[N:15][C:16]([NH:28][C:29](=[O:33])[NH:30][CH2:31][CH3:32])=[CH:17][C:18]=3[C:19]3[S:20][CH:21]=[C:22]([C:24]([F:27])([F:26])[F:25])[N:23]=3)=[CH:10][N:11]=2)[C:6](=[O:34])[C:5]([C:35]([O:37][CH2:38][CH2:39][CH2:40][O:41][P:42]([O:52]CC2C=CC=CC=2)([O:44]CC2C=CC=CC=2)=[O:43])=[O:36])=[CH:4]1)[CH3:2].C[Si](Br)(C)C.O. (8) Given the product [N:16]1[C:8]([C:7]2[C:2]([NH:23][C:24]3[C:25]([F:43])=[C:26]([NH:31][S:32]([C:35]4[CH:40]=[CH:39][C:38]([F:41])=[C:37]([F:42])[CH:36]=4)(=[O:34])=[O:33])[CH:27]=[CH:28][C:29]=3[F:30])=[N:3][CH:4]=[CH:5][CH:6]=2)=[C:9]2[C:13]([NH:12][CH:11]=[N:10]2)=[N:14][CH:15]=1, predict the reactants needed to synthesize it. The reactants are: F[C:2]1[C:7]([C:8]2[N:16]=[CH:15][N:14]=[C:13]3[C:9]=2[N:10]=[CH:11][N:12]3C2CCCCO2)=[CH:6][CH:5]=[CH:4][N:3]=1.[NH2:23][C:24]1[C:25]([F:43])=[C:26]([NH:31][S:32]([C:35]2[CH:40]=[CH:39][C:38]([F:41])=[C:37]([F:42])[CH:36]=2)(=[O:34])=[O:33])[CH:27]=[CH:28][C:29]=1[F:30].